This data is from Reaction yield outcomes from USPTO patents with 853,638 reactions. The task is: Predict the reaction yield, written as a fraction of the theoretical maximum amount of product (1.0 means a 100% yield; for example, 0.34 means a 34% yield). The reactants are [Br:1][C:2]1[N:7]2[CH:8]=[CH:9][N:10]=[C:6]2[C:5](Br)=[N:4][CH:3]=1.[CH:12]([N:15]1[CH2:20][CH2:19][N:18]([C:21]2[N:26]=[CH:25][C:24]([NH2:27])=[CH:23][CH:22]=2)[CH2:17][CH2:16]1)([CH3:14])[CH3:13].C(N(C(C)C)CC)(C)C. The catalyst is C(O)(C)C. The product is [Br:1][C:2]1[N:7]2[CH:8]=[CH:9][N:10]=[C:6]2[C:5]([NH:27][C:24]2[CH:25]=[N:26][C:21]([N:18]3[CH2:19][CH2:20][N:15]([CH:12]([CH3:14])[CH3:13])[CH2:16][CH2:17]3)=[CH:22][CH:23]=2)=[N:4][CH:3]=1. The yield is 0.710.